From a dataset of CYP2D6 inhibition data for predicting drug metabolism from PubChem BioAssay. Regression/Classification. Given a drug SMILES string, predict its absorption, distribution, metabolism, or excretion properties. Task type varies by dataset: regression for continuous measurements (e.g., permeability, clearance, half-life) or binary classification for categorical outcomes (e.g., BBB penetration, CYP inhibition). Dataset: cyp2d6_veith. The compound is COc1cccc(-c2nnc3n2N=C(C(C)(C)C)CS3)c1. The result is 0 (non-inhibitor).